This data is from Catalyst prediction with 721,799 reactions and 888 catalyst types from USPTO. The task is: Predict which catalyst facilitates the given reaction. (1) The catalyst class is: 62. Reactant: Cl[C:2]1[N:3]=[C:4]([N:23]2[CH2:28][CH2:27][O:26][CH2:25][CH2:24]2)[C:5]2[N:10]=[C:9]([CH2:11][CH2:12][N:13]3[CH2:18][CH2:17][CH:16]([C:19]([OH:22])([CH3:21])[CH3:20])[CH2:15][CH2:14]3)[S:8][C:6]=2[N:7]=1.[CH2:29]([C:31]1[NH:32][C:33]2[CH:39]=[CH:38][CH:37]=[CH:36][C:34]=2[N:35]=1)[CH3:30].CC(C1C=C(C(C)C)C(C2C=CC=CC=2P(C2CCCCC2)C2CCCCC2)=C(C(C)C)C=1)C.C([O-])([O-])=O.[Cs+].[Cs+]. Product: [CH2:29]([C:31]1[N:32]([C:2]2[N:3]=[C:4]([N:23]3[CH2:28][CH2:27][O:26][CH2:25][CH2:24]3)[C:5]3[N:10]=[C:9]([CH2:11][CH2:12][N:13]4[CH2:18][CH2:17][CH:16]([C:19]([OH:22])([CH3:21])[CH3:20])[CH2:15][CH2:14]4)[S:8][C:6]=3[N:7]=2)[C:33]2[CH:39]=[CH:38][CH:37]=[CH:36][C:34]=2[N:35]=1)[CH3:30]. (2) Reactant: Br[CH:2]1[CH2:10][C:9]2[C:4](=[CH:5][CH:6]=[C:7]([Cl:11])[CH:8]=2)[C:3]1=[O:12].[CH3:13][S-:14].[Na+]. Product: [Cl:11][C:7]1[CH:8]=[C:9]2[C:4](=[CH:5][CH:6]=1)[C:3](=[O:12])[CH:2]([S:14][CH3:13])[CH2:10]2. The catalyst class is: 8.